From a dataset of Reaction yield outcomes from USPTO patents with 853,638 reactions. Predict the reaction yield, written as a fraction of the theoretical maximum amount of product (1.0 means a 100% yield; for example, 0.34 means a 34% yield). The reactants are [CH:1]1([C:4]2[N:9]=[C:8]3[N:10](C(OC(C)(C)C)=O)[CH:11]=[C:12]([C:13]4[C:14]([CH3:28])=[N:15][N:16]([CH2:19][C:20]5[CH:25]=[C:24]([F:26])[CH:23]=[C:22]([F:27])[CH:21]=5)[C:17]=4[CH3:18])[C:7]3=[CH:6][C:5]=2[C:36]2[CH:41]=[CH:40][C:39]([O:42][CH3:43])=[C:38]([NH:44][S:45]([CH3:48])(=[O:47])=[O:46])[CH:37]=2)[CH2:3][CH2:2]1. The catalyst is Cl.O1CCOCC1. The product is [CH:1]1([C:4]2[N:9]=[C:8]3[NH:10][CH:11]=[C:12]([C:13]4[C:14]([CH3:28])=[N:15][N:16]([CH2:19][C:20]5[CH:21]=[C:22]([F:27])[CH:23]=[C:24]([F:26])[CH:25]=5)[C:17]=4[CH3:18])[C:7]3=[CH:6][C:5]=2[C:36]2[CH:41]=[CH:40][C:39]([O:42][CH3:43])=[C:38]([NH:44][S:45]([CH3:48])(=[O:46])=[O:47])[CH:37]=2)[CH2:2][CH2:3]1. The yield is 0.0910.